This data is from NCI-60 drug combinations with 297,098 pairs across 59 cell lines. The task is: Regression. Given two drug SMILES strings and cell line genomic features, predict the synergy score measuring deviation from expected non-interaction effect. (1) Drug 1: CC1=C2C(C(=O)C3(C(CC4C(C3C(C(C2(C)C)(CC1OC(=O)C(C(C5=CC=CC=C5)NC(=O)OC(C)(C)C)O)O)OC(=O)C6=CC=CC=C6)(CO4)OC(=O)C)OC)C)OC. Drug 2: CCCCCOC(=O)NC1=NC(=O)N(C=C1F)C2C(C(C(O2)C)O)O. Cell line: K-562. Synergy scores: CSS=42.7, Synergy_ZIP=6.42, Synergy_Bliss=4.59, Synergy_Loewe=-15.4, Synergy_HSA=4.20. (2) Drug 1: CC1=C(C=C(C=C1)NC(=O)C2=CC=C(C=C2)CN3CCN(CC3)C)NC4=NC=CC(=N4)C5=CN=CC=C5. Drug 2: CCC1(C2=C(COC1=O)C(=O)N3CC4=CC5=C(C=CC(=C5CN(C)C)O)N=C4C3=C2)O.Cl. Cell line: SN12C. Synergy scores: CSS=6.28, Synergy_ZIP=2.19, Synergy_Bliss=-0.348, Synergy_Loewe=-50.9, Synergy_HSA=-6.90. (3) Drug 1: CCN(CC)CCCC(C)NC1=C2C=C(C=CC2=NC3=C1C=CC(=C3)Cl)OC. Drug 2: C1CN(CCN1C(=O)CCBr)C(=O)CCBr. Cell line: SN12C. Synergy scores: CSS=30.5, Synergy_ZIP=-8.64, Synergy_Bliss=5.47, Synergy_Loewe=2.48, Synergy_HSA=5.04.